Dataset: Blood-brain barrier permeability classification from the B3DB database. Task: Regression/Classification. Given a drug SMILES string, predict its absorption, distribution, metabolism, or excretion properties. Task type varies by dataset: regression for continuous measurements (e.g., permeability, clearance, half-life) or binary classification for categorical outcomes (e.g., BBB penetration, CYP inhibition). Dataset: b3db_classification. (1) The compound is CCN1C(=O)N[C@H](c2ccccc2)C1=O. The result is 1 (penetrates BBB). (2) The molecule is COc1ccc2c(c1)c(CC(=O)O)c(C)n2C(=O)c1ccc(Cl)cc1. The result is 0 (does not penetrate BBB). (3) The molecule is NC[C@H]1O[C@H](O[C@@H]2[C@@H](N)C[C@@H](N)[C@H](O)[C@H]2O)[C@H](N)[C@@H](O)[C@@H]1O. The result is 0 (does not penetrate BBB). (4) The drug is COc1cc2c(cc1CNC1CCCNC1c1ccccc1)N(S(C)(=O)=O)C(C)C2. The result is 1 (penetrates BBB). (5) The drug is CC(CCC(=O)O)C1CCC2C3C(=O)CC4CC(=O)CCC4(C)C3CC(=O)C12C. The result is 0 (does not penetrate BBB). (6) The molecule is CC[C@H](O)C(C[C@@H](C)N(C)C)(c1ccccc1)c1ccccc1. The result is 1 (penetrates BBB).